From a dataset of Forward reaction prediction with 1.9M reactions from USPTO patents (1976-2016). Predict the product of the given reaction. (1) Given the reactants OC[C@@H]1CCC[NH2+]1.[Br:8][C:9]1[CH:14]=[CH:13][C:12]([C@@H:15]([CH2:19][C:20]2[CH:25]=[CH:24][C:23]([C:26]([O:28][C:29]([CH3:32])([CH3:31])[CH3:30])=[O:27])=[CH:22][CH:21]=2)[C:16]([O-:18])=[O:17])=[CH:11][CH:10]=1.C(O)=O, predict the reaction product. The product is: [C:29]([O:28][C:26](=[O:27])[C:23]1[CH:24]=[CH:25][C:20]([CH2:19][C@H:15]([C:12]2[CH:13]=[CH:14][C:9]([Br:8])=[CH:10][CH:11]=2)[C:16]([OH:18])=[O:17])=[CH:21][CH:22]=1)([CH3:32])([CH3:30])[CH3:31]. (2) Given the reactants [Si]([O:18][C:19]1[CH:58]=[CH:57][C:22]([O:23][CH2:24][C@@H:25]([OH:56])[CH2:26][NH:27][CH2:28][CH2:29][C:30]2[CH:55]=[CH:54][C:33]([NH:34][CH:35]3[CH2:40][CH2:39][N:38]([C:41]([NH:43][CH2:44][CH2:45][C:46]4[CH:51]=[CH:50][CH:49]=[C:48]([O:52][CH3:53])[CH:47]=4)=[O:42])[CH2:37][CH2:36]3)=[CH:32][CH:31]=2)=[CH:21][CH:20]=1)(C(C)(C)C)(C1C=CC=CC=1)C1C=CC=CC=1, predict the reaction product. The product is: [CH3:53][O:52][C:48]1[CH:47]=[C:46]([CH2:45][CH2:44][NH:43][C:41]([N:38]2[CH2:39][CH2:40][CH:35]([NH:34][C:33]3[CH:54]=[CH:55][C:30]([CH2:29][CH2:28][NH:27][CH2:26][C@H:25]([OH:56])[CH2:24][O:23][C:22]4[CH:21]=[CH:20][C:19]([OH:18])=[CH:58][CH:57]=4)=[CH:31][CH:32]=3)[CH2:36][CH2:37]2)=[O:42])[CH:51]=[CH:50][CH:49]=1. (3) The product is: [CH3:1][O:2][C:3]1[CH:20]=[CH:19][C:6]([CH2:7][N:8]2[N:12]=[N:11][C:10]([CH2:13][C:14]([OH:16])=[O:15])=[N:9]2)=[CH:5][CH:4]=1. Given the reactants [CH3:1][O:2][C:3]1[CH:20]=[CH:19][C:6]([CH2:7][N:8]2[N:12]=[N:11][C:10]([CH2:13][C:14]([O:16]CC)=[O:15])=[N:9]2)=[CH:5][CH:4]=1.[OH-].[Li+], predict the reaction product. (4) Given the reactants Cl[CH2:2][CH2:3][CH2:4][O:5][C:6]1[CH:7]=[N:8][CH:9]=[CH:10][CH:11]=1.[CH:12]1([NH2:15])[CH2:14][CH2:13]1.O, predict the reaction product. The product is: [CH:12]1([NH:15][CH2:2][CH2:3][CH2:4][O:5][C:6]2[CH:7]=[N:8][CH:9]=[CH:10][CH:11]=2)[CH2:14][CH2:13]1. (5) Given the reactants [CH:1]1([CH2:7][CH:8]([C:17]([N:19]2[CH:23]([CH:24]([CH3:26])[CH3:25])[CH2:22][O:21][C:20]2=[O:27])=[O:18])[CH2:9][C:10]([O:12]C(C)(C)C)=[O:11])[CH2:6][CH2:5][CH2:4][CH2:3][CH2:2]1.FC(F)(F)C(O)=O, predict the reaction product. The product is: [CH:1]1([CH2:7][CH:8]([C:17]([N:19]2[CH:23]([CH:24]([CH3:25])[CH3:26])[CH2:22][O:21][C:20]2=[O:27])=[O:18])[CH2:9][C:10]([OH:12])=[O:11])[CH2:6][CH2:5][CH2:4][CH2:3][CH2:2]1. (6) Given the reactants [N:1]12[CH2:8][CH2:7][CH:4]([CH2:5][CH2:6]1)[C@@H:3]([O:9][C:10](=[O:30])[NH:11][CH:12]([C:19]1[CH:24]=[CH:23][CH:22]=[C:21]([O:25][CH2:26][CH2:27][CH2:28][OH:29])[CH:20]=1)[C:13]1[CH:18]=[CH:17][CH:16]=[CH:15][CH:14]=1)[CH2:2]2.[O:31]1[CH2:35][CH2:34][O:33][CH:32]1[CH2:36][C:37]1[CH:45]=[CH:44][C:40]([C:41](O)=[O:42])=[CH:39][CH:38]=1.NCCC(OCC)OCC, predict the reaction product. The product is: [O:31]1[CH2:35][CH2:34][O:33][CH:32]1[CH2:36][C:37]1[CH:45]=[CH:44][C:40]([C:41]([O:29][CH2:28][CH2:27][CH2:26][O:25][C:21]2[CH:22]=[CH:23][CH:24]=[C:19]([CH:12]([C:13]3[CH:14]=[CH:15][CH:16]=[CH:17][CH:18]=3)[NH:11][C:10]([O:9][C@@H:3]3[CH:4]4[CH2:5][CH2:6][N:1]([CH2:8][CH2:7]4)[CH2:2]3)=[O:30])[CH:20]=2)=[O:42])=[CH:39][CH:38]=1.